From a dataset of Reaction yield outcomes from USPTO patents with 853,638 reactions. Predict the reaction yield, written as a fraction of the theoretical maximum amount of product (1.0 means a 100% yield; for example, 0.34 means a 34% yield). The reactants are [C:1]([C:3]1([C:6]2[CH:7]=[C:8]([CH:12]=[CH:13][CH:14]=2)[C:9]([OH:11])=O)[CH2:5][CH2:4]1)#[N:2].S(Cl)(Cl)=O.[NH2:19][C:20]1[CH:21]=[C:22]([CH:39]=[CH:40][CH:41]=1)[O:23][C:24]1[CH:38]=[CH:37][C:27]2[N:28]=[C:29]([NH:31][C:32]([CH:34]3[CH2:36][CH2:35]3)=[O:33])[S:30][C:26]=2[CH:25]=1. The catalyst is C1(C)C=CC=CC=1.N1C=CC=CC=1.CN(C)C1C=CN=CC=1. The product is [C:1]([C:3]1([C:6]2[CH:7]=[C:8]([CH:12]=[CH:13][CH:14]=2)[C:9]([NH:19][C:20]2[CH:41]=[CH:40][CH:39]=[C:22]([O:23][C:24]3[CH:38]=[CH:37][C:27]4[N:28]=[C:29]([NH:31][C:32]([CH:34]5[CH2:35][CH2:36]5)=[O:33])[S:30][C:26]=4[CH:25]=3)[CH:21]=2)=[O:11])[CH2:4][CH2:5]1)#[N:2]. The yield is 0.670.